From a dataset of Forward reaction prediction with 1.9M reactions from USPTO patents (1976-2016). Predict the product of the given reaction. (1) Given the reactants [Cl:1][C:2]1[CH:8]=[CH:7][C:5]([NH2:6])=[C:4]([F:9])[CH:3]=1.C(N(CC)CC)C.[C:17](Cl)(=[O:19])[CH3:18], predict the reaction product. The product is: [Cl:1][C:2]1[CH:8]=[CH:7][C:5]([NH:6][C:17](=[O:19])[CH3:18])=[C:4]([F:9])[CH:3]=1. (2) Given the reactants [F:1][C:2]([F:17])([C:6]1([OH:16])[CH2:11][C:10]([CH3:13])([CH3:12])[CH2:9][C:8]([CH3:15])([CH3:14])[CH2:7]1)[C:3]([O-:5])=O.CCN(CC)CC.[CH3:25][O:26][C:27]1[CH:28]=[C:29]([CH:42]=[CH:43][C:44]=1[O:45][CH3:46])[O:30][CH2:31][C:32]1[O:36][N:35]=[C:34]([C@@H:37]2[CH2:41][CH2:40][CH2:39][NH:38]2)[CH:33]=1, predict the reaction product. The product is: [CH3:25][O:26][C:27]1[CH:28]=[C:29]([CH:42]=[CH:43][C:44]=1[O:45][CH3:46])[O:30][CH2:31][C:32]1[O:36][N:35]=[C:34]([C@@H:37]2[CH2:41][CH2:40][CH2:39][N:38]2[C:3](=[O:5])[C:2]([F:1])([F:17])[C:6]2([OH:16])[CH2:11][C:10]([CH3:13])([CH3:12])[CH2:9][C:8]([CH3:15])([CH3:14])[CH2:7]2)[CH:33]=1. (3) Given the reactants [C:1]([C:5]1[N:10]=[C:9]([O:11][CH2:12][CH3:13])[C:8]([C:14]2[N:15]([C:35](Cl)=[O:36])[C:16]([C:28]3[CH:33]=[CH:32][C:31]([Cl:34])=[CH:30][CH:29]=3)([CH3:27])[C:17]([C:20]3[CH:25]=[CH:24][C:23]([Cl:26])=[CH:22][CH:21]=3)([CH3:19])[N:18]=2)=[CH:7][N:6]=1)([CH3:4])([CH3:3])[CH3:2].[CH3:38][S:39]([CH2:42][CH2:43][CH2:44][N:45]1[CH2:50][CH2:49][NH:48][CH2:47][CH2:46]1)(=[O:41])=[O:40], predict the reaction product. The product is: [C:1]([C:5]1[N:10]=[C:9]([O:11][CH2:12][CH3:13])[C:8]([C:14]2[N:15]([C:35]([N:48]3[CH2:49][CH2:50][N:45]([CH2:44][CH2:43][CH2:42][S:39]([CH3:38])(=[O:40])=[O:41])[CH2:46][CH2:47]3)=[O:36])[C@@:16]([C:28]3[CH:33]=[CH:32][C:31]([Cl:34])=[CH:30][CH:29]=3)([CH3:27])[C@@:17]([C:20]3[CH:25]=[CH:24][C:23]([Cl:26])=[CH:22][CH:21]=3)([CH3:19])[N:18]=2)=[CH:7][N:6]=1)([CH3:2])([CH3:3])[CH3:4]. (4) Given the reactants [CH3:1][N:2]([C:7]([C:9]1[C:10]([O:27][CH2:28][C:29]2[CH:34]=[CH:33][CH:32]=[CH:31][CH:30]=2)=[CH:11][C:12]([O:19][CH2:20][C:21]2[CH:26]=[CH:25][CH:24]=[CH:23][CH:22]=2)=[C:13]([CH:18]=1)[C:14]([O:16]C)=[O:15])=[O:8])[CH2:3][CH2:4][CH2:5][CH3:6].[OH-].[Li+].Cl, predict the reaction product. The product is: [CH3:1][N:2]([C:7]([C:9]1[C:10]([O:27][CH2:28][C:29]2[CH:34]=[CH:33][CH:32]=[CH:31][CH:30]=2)=[CH:11][C:12]([O:19][CH2:20][C:21]2[CH:22]=[CH:23][CH:24]=[CH:25][CH:26]=2)=[C:13]([CH:18]=1)[C:14]([OH:16])=[O:15])=[O:8])[CH2:3][CH2:4][CH2:5][CH3:6]. (5) Given the reactants [CH3:1][C:2]1[NH:3][C:4]2[C:9]([C:10]=1[CH3:11])=[CH:8][C:7]([NH:12][C:13]1[C:22]3[C:17](=[CH:18][C:19]([OH:25])=[C:20]([O:23][CH3:24])[CH:21]=3)[N:16]=[CH:15][N:14]=1)=[CH:6][CH:5]=2.O[CH2:27][CH2:28][N:29]1[CH2:34][CH2:33][CH2:32][CH2:31][CH2:30]1, predict the reaction product. The product is: [CH3:1][C:2]1[NH:3][C:4]2[C:9]([C:10]=1[CH3:11])=[CH:8][C:7]([NH:12][C:13]1[C:22]3[C:17](=[CH:18][C:19]([O:25][CH2:27][CH2:28][N:29]4[CH2:34][CH2:33][CH2:32][CH2:31][CH2:30]4)=[C:20]([O:23][CH3:24])[CH:21]=3)[N:16]=[CH:15][N:14]=1)=[CH:6][CH:5]=2. (6) The product is: [OH:8][N:9]1[C:15](=[O:16])[N:14]2[CH2:17][C@H:10]1[CH2:11][CH2:12][C@H:13]2[C:18]([NH:20][O:21][CH2:22][C:23]([O:25][C:26]([CH3:29])([CH3:28])[CH3:27])=[O:24])=[O:19]. Given the reactants C([O:8][N:9]1[C:15](=[O:16])[N:14]2[CH2:17][C@H:10]1[CH2:11][CH2:12][C@H:13]2[C:18]([NH:20][O:21][CH2:22][C:23]([O:25][C:26]([CH3:29])([CH3:28])[CH3:27])=[O:24])=[O:19])C1C=CC=CC=1.[H][H], predict the reaction product. (7) Given the reactants O[C:2]1[C:3](=[O:14])[C:4]2[C:9]([C:10](=[O:12])[CH:11]=1)=[CH:8][CH:7]=[C:6]([OH:13])[CH:5]=2.[Cl:15][C:16]1[CH:23]=[CH:22][C:19]([CH:20]=O)=[CH:18][CH:17]=1.[NH2:24][C:25]1[CH2:30][CH2:29][CH2:28][C:27](=[O:31])[CH:26]=1, predict the reaction product. The product is: [Cl:15][C:16]1[CH:23]=[CH:22][C:19]([CH:20]2[C:11]3[C:10](=[O:12])[C:9]4[CH:8]=[CH:7][C:6]([OH:13])=[CH:5][C:4]=4[C:3](=[O:14])[C:2]=3[NH:24][C:25]3[CH2:30][CH2:29][CH2:28][C:27](=[O:31])[C:26]2=3)=[CH:18][CH:17]=1. (8) The product is: [F:19][S:18]([F:20])([F:21])([F:22])([F:23])[C:15]1[CH:14]=[CH:13][C:12]([C@H:6]2[O:7][C@@H:3]([CH2:1][OH:2])[CH2:4][CH2:5]2)=[CH:17][CH:16]=1. Given the reactants [CH:1]([C:3]1[O:7][C:6](B(O)O)=[CH:5][CH:4]=1)=[O:2].Br[C:12]1[CH:17]=[CH:16][C:15]([S:18]([F:23])([F:22])([F:21])([F:20])[F:19])=[CH:14][CH:13]=1, predict the reaction product. (9) Given the reactants F[C:2]1[N:7]=[C:6]([C:8]([NH:10][NH2:11])=[O:9])[CH:5]=[CH:4][CH:3]=1.[F:12]C1C=CC(C(O)=O)=NC=1.FC1N=C(C(O)=O)C=CC=1, predict the reaction product. The product is: [F:12][C:3]1[CH:4]=[CH:5][C:6]([C:8]([NH:10][NH2:11])=[O:9])=[N:7][CH:2]=1.